Dataset: Reaction yield outcomes from USPTO patents with 853,638 reactions. Task: Predict the reaction yield, written as a fraction of the theoretical maximum amount of product (1.0 means a 100% yield; for example, 0.34 means a 34% yield). The reactants are C[Si]([C:5]#[C:6][C:7]1[CH:8]=[C:9]2[N:15]=[CH:14][N:13]([CH2:16][C:17]3[CH:33]=[CH:32][C:20]4[N:21]=[C:22]([NH:24][C@@H:25]5[CH2:30][CH2:29][CH2:28][CH2:27][C@H:26]5[OH:31])[S:23][C:19]=4[CH:18]=3)[C:10]2=[N:11][CH:12]=1)(C)C.C([O-])([O-])=O.[K+].[K+]. The catalyst is CO. The product is [C:6]([C:7]1[CH:8]=[C:9]2[N:15]=[CH:14][N:13]([CH2:16][C:17]3[CH:33]=[CH:32][C:20]4[N:21]=[C:22]([NH:24][C@@H:25]5[CH2:30][CH2:29][CH2:28][CH2:27][C@H:26]5[OH:31])[S:23][C:19]=4[CH:18]=3)[C:10]2=[N:11][CH:12]=1)#[CH:5]. The yield is 0.470.